Task: Predict which catalyst facilitates the given reaction.. Dataset: Catalyst prediction with 721,799 reactions and 888 catalyst types from USPTO (1) Reactant: [Br:1][C:2]1[CH:3]=[CH:4][C:5]([O:17][CH3:18])=[C:6]([C:8]2([C:15]#[N:16])[CH2:13][CH2:12][C:11](=[O:14])[CH2:10][CH2:9]2)[CH:7]=1.[CH2:19](O)[CH2:20][OH:21].C1(C)C=CC(S(O)(=O)=O)=CC=1. Product: [Br:1][C:2]1[CH:3]=[CH:4][C:5]([O:17][CH3:18])=[C:6]([C:8]2([C:15]#[N:16])[CH2:9][CH2:10][C:11]3([O:21][CH2:20][CH2:19][O:14]3)[CH2:12][CH2:13]2)[CH:7]=1. The catalyst class is: 11. (2) Reactant: Cl.[C:2]1(=[O:12])[C:6]2([CH2:11][CH2:10][CH2:9][NH:8][CH2:7]2)[CH2:5][CH2:4][NH:3]1.C(N(CC)CC)C.[Br:20][C:21]1[CH:26]=[C:25]([C:27]([F:30])([F:29])[F:28])[CH:24]=[CH:23][C:22]=1[S:31](Cl)(=[O:33])=[O:32]. Product: [Br:20][C:21]1[CH:26]=[C:25]([C:27]([F:29])([F:28])[F:30])[CH:24]=[CH:23][C:22]=1[S:31]([N:8]1[CH2:9][CH2:10][CH2:11][C:6]2([C:2](=[O:12])[NH:3][CH2:4][CH2:5]2)[CH2:7]1)(=[O:33])=[O:32]. The catalyst class is: 4. (3) The catalyst class is: 600. Product: [F:19][C:8]([F:20])([C:5]1[CH:6]=[CH:7][C:2]([C:26]2[CH:27]=[CH:28][C:23]([C:22]([F:33])([F:32])[F:21])=[CH:24][CH:25]=2)=[CH:3][CH:4]=1)[O:9][C:10]1[CH:15]=[CH:14][C:13]([F:16])=[CH:12][C:11]=1[CH2:17][OH:18]. Reactant: Br[C:2]1[CH:7]=[CH:6][C:5]([C:8]([F:20])([F:19])[O:9][C:10]2[CH:15]=[CH:14][C:13]([F:16])=[CH:12][C:11]=2[CH2:17][OH:18])=[CH:4][CH:3]=1.[F:21][C:22]([F:33])([F:32])[C:23]1[CH:28]=[CH:27][C:26](B(O)O)=[CH:25][CH:24]=1.C(=O)([O-])[O-].[Na+].[Na+]. (4) Product: [Br:1][C:2]1[S:6][C:5]([C:7]([OH:14])=[O:8])=[C:4]([N+:9]([O-:11])=[O:10])[CH:3]=1. Reactant: [Br:1][C:2]1[S:6][C:5]([CH:7]=[O:8])=[C:4]([N+:9]([O-:11])=[O:10])[CH:3]=1.CC(C)=[O:14].OS(O)(=O)=O.O=[Cr](=O)=O. The catalyst class is: 95. (5) Reactant: [OH:1][C:2]1[C:3]([C:16](=[O:18])[CH3:17])=[CH:4][C:5]2[C:6]([CH3:15])([CH3:14])[CH2:7][CH2:8][C:9]([CH3:13])([CH3:12])[C:10]=2[CH:11]=1.[CH2:19](I)[CH3:20]. Product: [CH2:19]([O:1][C:2]1[C:3]([C:16](=[O:18])[CH3:17])=[CH:4][C:5]2[C:6]([CH3:15])([CH3:14])[CH2:7][CH2:8][C:9]([CH3:12])([CH3:13])[C:10]=2[CH:11]=1)[CH3:20]. The catalyst class is: 16. (6) Product: [C:15]([C:19]1[CH:24]=[C:23]([C:25]([CH3:28])([CH3:27])[CH3:26])[CH:22]=[C:21]([CH:7]([C:8]2[CH:13]=[CH:12][CH:11]=[CH:10][CH:9]=2)[N:1]2[CH2:6][CH2:5][CH2:4][CH2:3][CH2:2]2)[C:20]=1[OH:29])([CH3:18])([CH3:17])[CH3:16]. The catalyst class is: 11. Reactant: [NH:1]1[CH2:6][CH2:5][CH2:4][CH2:3][CH2:2]1.[CH:7](=O)[C:8]1[CH:13]=[CH:12][CH:11]=[CH:10][CH:9]=1.[C:15]([C:19]1[CH:24]=[C:23]([C:25]([CH3:28])([CH3:27])[CH3:26])[CH:22]=[CH:21][C:20]=1[OH:29])([CH3:18])([CH3:17])[CH3:16].CCCCCC. (7) Reactant: [F:1][C:2]1[CH:28]=[CH:27][C:26]([C:29]([NH:31][C:32]2[CH:37]=[CH:36][CH:35]=[C:34]([CH3:38])[CH:33]=2)=[O:30])=[CH:25][C:3]=1[O:4][C:5]1[CH:10]=[CH:9][N:8]=[C:7]([C:11]2[NH:15][CH:14]=[C:13]([C:16]([NH:18][CH2:19][CH2:20][C:21]([O:23]C)=[O:22])=[O:17])[CH:12]=2)[CH:6]=1.[OH-].[Na+].O.Cl. Product: [F:1][C:2]1[CH:28]=[CH:27][C:26]([C:29]([NH:31][C:32]2[CH:37]=[CH:36][CH:35]=[C:34]([CH3:38])[CH:33]=2)=[O:30])=[CH:25][C:3]=1[O:4][C:5]1[CH:10]=[CH:9][N:8]=[C:7]([C:11]2[NH:15][CH:14]=[C:13]([C:16]([NH:18][CH2:19][CH2:20][C:21]([OH:23])=[O:22])=[O:17])[CH:12]=2)[CH:6]=1. The catalyst class is: 36. (8) Reactant: Cl[C:2]1[N:7]=[C:6]([CH2:8][CH2:9][C:10]2[CH:15]=[CH:14][CH:13]=[CH:12][C:11]=2[C:16]2([C:19]([NH2:21])=[O:20])[CH2:18][CH2:17]2)[C:5]([Cl:22])=[CH:4][N:3]=1.C([O-])([O-])=O.[Cs+].[Cs+].[NH2:29][C:30]1[CH:35]=[CH:34][C:33]([CH:36]2[CH2:41][CH2:40][N:39]([C:42]([O:44][C:45]([CH3:48])([CH3:47])[CH3:46])=[O:43])[CH2:38][CH2:37]2)=[CH:32][CH:31]=1.CC1(C)C2C(=C(P(C3C=CC=CC=3)C3C=CC=CC=3)C=CC=2)OC2C(P(C3C=CC=CC=3)C3C=CC=CC=3)=CC=CC1=2. Product: [C:19]([C:16]1([C:11]2[CH:12]=[CH:13][CH:14]=[CH:15][C:10]=2[CH2:9][CH2:8][C:6]2[C:5]([Cl:22])=[CH:4][N:3]=[C:2]([NH:29][C:30]3[CH:35]=[CH:34][C:33]([CH:36]4[CH2:37][CH2:38][N:39]([C:42]([O:44][C:45]([CH3:48])([CH3:47])[CH3:46])=[O:43])[CH2:40][CH2:41]4)=[CH:32][CH:31]=3)[N:7]=2)[CH2:18][CH2:17]1)(=[O:20])[NH2:21]. The catalyst class is: 231. (9) Reactant: [CH2:1]([N:3]([CH2:6][CH3:7])[CH2:4][CH3:5])[CH3:2].[C:8](=[O:11])([OH:10])[O-:9].[NH4+]. Product: [C:8](=[O:9])([OH:11])[OH:10].[CH2:1]([N:3]([CH2:6][CH3:7])[CH2:4][CH3:5])[CH3:2]. The catalyst class is: 6.